This data is from CYP1A2 inhibition data for predicting drug metabolism from PubChem BioAssay. The task is: Regression/Classification. Given a drug SMILES string, predict its absorption, distribution, metabolism, or excretion properties. Task type varies by dataset: regression for continuous measurements (e.g., permeability, clearance, half-life) or binary classification for categorical outcomes (e.g., BBB penetration, CYP inhibition). Dataset: cyp1a2_veith. (1) The compound is Cc1cc(C)nc(SCC(=O)N/N=C\c2sccc2C)n1. The result is 1 (inhibitor). (2) The molecule is N#Cc1cccc(-c2cncnc2NCc2cccnc2)c1. The result is 1 (inhibitor). (3) The molecule is O=C(OCc1nnc(-c2ccccc2)o1)c1ccc2c(c1)OCCO2. The result is 1 (inhibitor). (4) The drug is COc1ccc(CCNC(=O)CCN2C(=O)C(C)Oc3ccc(C)cc32)cc1OC. The result is 0 (non-inhibitor). (5) The molecule is CCNc1ncc2nc(CCc3ccccc3)c(=O)n(CCC#N)c2n1. The result is 1 (inhibitor). (6) The drug is COC(=O)N1CCC2(CC1)CN(C(=O)Nc1cccc(C#N)c1)C2. The result is 0 (non-inhibitor). (7) The molecule is COC(=O)[C@H]1C[C@@H]1[C@H](NC(=O)OCc1ccccc1)c1ccccc1. The result is 1 (inhibitor).